This data is from Peptide-MHC class I binding affinity with 185,985 pairs from IEDB/IMGT. The task is: Regression. Given a peptide amino acid sequence and an MHC pseudo amino acid sequence, predict their binding affinity value. This is MHC class I binding data. (1) The peptide sequence is RTMSYKLAIDM. The MHC is Mamu-B17 with pseudo-sequence Mamu-B17. The binding affinity (normalized) is 0. (2) The peptide sequence is EENLLDFVRF. The MHC is HLA-A66:01 with pseudo-sequence HLA-A66:01. The binding affinity (normalized) is 0.213. (3) The peptide sequence is NVMDPMHGA. The MHC is HLA-B27:05 with pseudo-sequence HLA-B27:05. The binding affinity (normalized) is 0.213. (4) The peptide sequence is FLGRIWPS. The MHC is HLA-A02:19 with pseudo-sequence HLA-A02:19. The binding affinity (normalized) is 0.936. (5) The binding affinity (normalized) is 0. The MHC is Mamu-A07 with pseudo-sequence YYSEYRNICANTYESNLYIRYEFYTWAAMAYEWH. The peptide sequence is DRVVLQSKEL. (6) The peptide sequence is LLQMENKAWL. The MHC is HLA-B08:01 with pseudo-sequence HLA-B08:01. The binding affinity (normalized) is 0.479.